From a dataset of Forward reaction prediction with 1.9M reactions from USPTO patents (1976-2016). Predict the product of the given reaction. (1) Given the reactants Cl.[F:2][C:3]1[CH:4]=[N:5][C:6]([C@@H:9]([NH2:11])[CH3:10])=[N:7][CH:8]=1.Cl[C:13]1[N:14]=[C:15]([NH:32][C:33]2[N:34]=[CH:35][N:36]([CH3:38])[CH:37]=2)[C:16]2[CH:21]=[CH:20][N:19]([S:22]([C:25]3[CH:30]=[CH:29][C:28]([CH3:31])=[CH:27][CH:26]=3)(=[O:24])=[O:23])[C:17]=2[N:18]=1, predict the reaction product. The product is: [F:2][C:3]1[CH:4]=[N:5][C:6]([C@@H:9]([NH:11][C:13]2[N:14]=[C:15]([NH:32][C:33]3[N:34]=[CH:35][N:36]([CH3:38])[CH:37]=3)[C:16]3[CH:21]=[CH:20][N:19]([S:22]([C:25]4[CH:30]=[CH:29][C:28]([CH3:31])=[CH:27][CH:26]=4)(=[O:24])=[O:23])[C:17]=3[N:18]=2)[CH3:10])=[N:7][CH:8]=1. (2) Given the reactants [F:8][C:7]([F:10])([F:9])[C:6](O[C:6](=[O:11])[C:7]([F:10])([F:9])[F:8])=[O:11].[CH3:14][C:15]1([CH2:28][NH:29][C@@H:30]2[CH2:32][C@H:31]2[C:33]2[CH:38]=[CH:37][CH:36]=[CH:35][CH:34]=2)[CH2:20][CH2:19][N:18]([C:21]([O:23][C:24]([CH3:27])([CH3:26])[CH3:25])=[O:22])[CH2:17][CH2:16]1.C(N(CC)C(C)C)(C)C, predict the reaction product. The product is: [CH3:14][C:15]1([CH2:28][N:29]([C@@H:30]2[CH2:32][C@H:31]2[C:33]2[CH:38]=[CH:37][CH:36]=[CH:35][CH:34]=2)[C:6](=[O:11])[C:7]([F:8])([F:9])[F:10])[CH2:16][CH2:17][N:18]([C:21]([O:23][C:24]([CH3:25])([CH3:26])[CH3:27])=[O:22])[CH2:19][CH2:20]1. (3) Given the reactants [Cl:1][C:2]1[CH:7]=[CH:6][C:5]([C:8]2[C:18]([C:19]3[CH:24]=[CH:23][C:22]([Cl:25])=[CH:21][C:20]=3[Cl:26])=[CH:17][C:11]([C:12](OCC)=[O:13])=[C:10]([CH2:27][N:28]3[CH2:32][CH2:31][CH2:30][CH2:29]3)[N:9]=2)=[CH:4][CH:3]=1.O.[OH-].[Na+], predict the reaction product. The product is: [Cl:1][C:2]1[CH:7]=[CH:6][C:5]([C:8]2[N:9]=[C:10]([CH2:27][N:28]3[CH2:32][CH2:31][CH2:30][CH2:29]3)[C:11]([CH2:12][OH:13])=[CH:17][C:18]=2[C:19]2[CH:24]=[CH:23][C:22]([Cl:25])=[CH:21][C:20]=2[Cl:26])=[CH:4][CH:3]=1.